From a dataset of Full USPTO retrosynthesis dataset with 1.9M reactions from patents (1976-2016). Predict the reactants needed to synthesize the given product. (1) Given the product [CH3:17][O:16][C:12]1[CH:11]=[C:10]([CH:15]=[CH:14][CH:13]=1)[O:9][C:4]1[C:3]([OH:18])=[N:30][C:29]([N:23]2[CH2:28][CH2:27][O:26][CH2:25][CH2:24]2)=[N:31][C:5]=1[OH:7], predict the reactants needed to synthesize it. The reactants are: CO[C:3](=[O:18])[CH:4]([O:9][C:10]1[CH:15]=[CH:14][CH:13]=[C:12]([O:16][CH3:17])[CH:11]=1)[C:5]([O:7]C)=O.C[O-].[Na+].Br.[N:23]1([C:29]([NH2:31])=[NH:30])[CH2:28][CH2:27][O:26][CH2:25][CH2:24]1. (2) Given the product [C:9]([Cl:10])(=[O:8])[C:3]1[CH:1]=[CH:4][CH:13]=[CH:12][CH:11]=1.[CH2:6]([O:8][CH2:9][Cl:10])[CH3:7].[C:1]([Cl:5])([CH3:4])([CH3:3])[CH3:2], predict the reactants needed to synthesize it. The reactants are: [C:1]([Cl:5])([CH3:4])([CH3:3])[CH3:2].[CH2:6]([O:8][CH2:9][Cl:10])[CH3:7].[CH2:11](Cl)[CH2:12][CH2:13]C. (3) Given the product [CH2:12]([O:19][CH2:20][CH2:21][C:22]1([CH2:27][CH2:28][O:29][S:7]([C:4]2[CH:5]=[CH:6][C:1]([CH3:11])=[CH:2][CH:3]=2)(=[O:9])=[O:8])[O:26][CH2:25][CH2:24][O:23]1)[C:13]1[CH:18]=[CH:17][CH:16]=[CH:15][CH:14]=1, predict the reactants needed to synthesize it. The reactants are: [C:1]1([CH3:11])[CH:6]=[CH:5][C:4]([S:7](Cl)(=[O:9])=[O:8])=[CH:3][CH:2]=1.[CH2:12]([O:19][CH2:20][CH2:21][C:22]1([CH2:27][CH2:28][OH:29])[O:26][CH2:25][CH2:24][O:23]1)[C:13]1[CH:18]=[CH:17][CH:16]=[CH:15][CH:14]=1.C(N(CC)CC)C. (4) Given the product [C:32]([O:31][C:29]([N:36]([C:37]1[C:42]([F:43])=[C:41]([C:6]2[C:7](=[O:20])[N:8]([CH3:19])[C:9]3[C:14]([CH:15]=2)=[CH:13][N:12]=[C:11]([NH:16][CH2:17][CH3:18])[CH:10]=3)[C:40]([F:45])=[CH:39][N:38]=1)[C:46]([O:48][C:49]([CH3:52])([CH3:51])[CH3:50])=[O:47])=[O:30])([CH3:33])([CH3:34])[CH3:35], predict the reactants needed to synthesize it. The reactants are: C([Sn](CCCC)(CCCC)[C:6]1[C:7](=[O:20])[N:8]([CH3:19])[C:9]2[C:14]([CH:15]=1)=[CH:13][N:12]=[C:11]([NH:16][CH2:17][CH3:18])[CH:10]=2)CCC.[C:29]([N:36]([C:46]([O:48][C:49]([CH3:52])([CH3:51])[CH3:50])=[O:47])[C:37]1[C:42]([F:43])=[C:41](I)[C:40]([F:45])=[CH:39][N:38]=1)([O:31][C:32]([CH3:35])([CH3:34])[CH3:33])=[O:30].[As](C1C=CC=CC=1)(C1C=CC=CC=1)C1C=CC=CC=1. (5) Given the product [CH3:14][O:15][CH2:16][CH:17]([N:19]1[CH2:2][CH2:3][N:4]2[N:5]=[C:6]([N+:11]([O-:13])=[O:12])[CH:7]=[C:8]2[CH2:9]1)[CH3:18], predict the reactants needed to synthesize it. The reactants are: Br[CH2:2][CH2:3][N:4]1[C:8]([CH2:9]Cl)=[CH:7][C:6]([N+:11]([O-:13])=[O:12])=[N:5]1.[CH3:14][O:15][CH2:16][CH:17]([NH2:19])[CH3:18].CS(C)=O.